Dataset: Full USPTO retrosynthesis dataset with 1.9M reactions from patents (1976-2016). Task: Predict the reactants needed to synthesize the given product. (1) Given the product [C:22]([NH:26][C:27]([C:29]1[C:37]2[C:32](=[N:33][CH:34]=[C:35]([C:38]3[C:46]4[C:41](=[CH:42][CH:43]=[C:44]([O:47][CH:48]([F:49])[F:50])[CH:45]=4)[N:40]([CH2:2][C:3](=[O:4])[N:5]4[CH2:10][CH2:9][N:8]([CH2:11][C:12]([F:15])([F:14])[F:13])[CH2:7][CH2:6]4)[N:39]=3)[N:36]=2)[N:31]([CH2:51][O:52][CH2:53][CH2:54][Si:55]([CH3:58])([CH3:57])[CH3:56])[CH:30]=1)=[O:28])([CH3:25])([CH3:24])[CH3:23], predict the reactants needed to synthesize it. The reactants are: Cl[CH2:2][C:3]([N:5]1[CH2:10][CH2:9][N:8]([CH2:11][C:12]([F:15])([F:14])[F:13])[CH2:7][CH2:6]1)=[O:4].C(=O)([O-])[O-].[K+].[K+].[C:22]([NH:26][C:27]([C:29]1[C:37]2[C:32](=[N:33][CH:34]=[C:35]([C:38]3[C:46]4[C:41](=[CH:42][CH:43]=[C:44]([O:47][CH:48]([F:50])[F:49])[CH:45]=4)[NH:40][N:39]=3)[N:36]=2)[N:31]([CH2:51][O:52][CH2:53][CH2:54][Si:55]([CH3:58])([CH3:57])[CH3:56])[CH:30]=1)=[O:28])([CH3:25])([CH3:24])[CH3:23]. (2) Given the product [CH3:26][O:25][C:22]1[CH:23]=[CH:24][C:19]([N:10]2[C:11]([C:13]3[CH:18]=[CH:17][CH:16]=[CH:15][CH:14]=3)=[CH:12][C:8]([C:6]([OH:7])=[O:5])=[N:9]2)=[N:20][CH:21]=1, predict the reactants needed to synthesize it. The reactants are: [OH-].[Na+].C([O:5][C:6]([C:8]1[CH:12]=[C:11]([C:13]2[CH:18]=[CH:17][CH:16]=[CH:15][CH:14]=2)[N:10]([C:19]2[CH:24]=[CH:23][C:22]([O:25][CH3:26])=[CH:21][N:20]=2)[N:9]=1)=[O:7])C.Cl. (3) Given the product [CH:20]([C@:11]12[CH2:12][CH2:13][C:14]3([O:18][CH2:17][CH2:16][O:15]3)[CH2:19][C@H:10]1[CH2:9][CH2:8][O:7][C:6]1[CH:22]=[C:2]([C:36]([O:37][CH3:38])=[O:40])[CH:3]=[CH:4][C:5]2=1)=[CH2:21].[CH:42]([C@@:33]12[CH2:34][CH2:35][C:36]3([O:40][CH2:39][CH2:38][O:37]3)[CH2:41][C@@H:32]1[CH2:31][CH2:30][O:29][C:28]1[CH:44]=[C:24]([C:14]([O:15][CH3:16])=[O:18])[CH:25]=[CH:26][C:27]2=1)=[CH2:43], predict the reactants needed to synthesize it. The reactants are: Br[C:2]1[CH:3]=[CH:4][C:5]2[C@@:11]3([CH:20]=[CH2:21])[CH2:12][CH2:13][C:14]4([CH2:19][C@H:10]3[CH2:9][CH2:8][O:7][C:6]=2[CH:22]=1)[O:18][CH2:17][CH2:16][O:15]4.Br[C:24]1[CH:25]=[CH:26][C:27]2[C@:33]3([CH:42]=[CH2:43])[CH2:34][CH2:35][C:36]4([CH2:41][C@@H:32]3[CH2:31][CH2:30][O:29][C:28]=2[CH:44]=1)[O:40][CH2:39][CH2:38][O:37]4.CC1(C)C2C(=C(P(C3C=CC=CC=3)C3C=CC=CC=3)C=CC=2)OC2C(P(C3C=CC=CC=3)C3C=CC=CC=3)=CC=CC1=2.CO. (4) Given the product [CH2:1]([O:3][C:4]([C:6]1[S:10][C:9]([C:11]2[CH:16]=[CH:15][CH:14]=[CH:13][CH:12]=2)=[N:8][C:7]=1[N:25]1[CH2:30][CH2:29][CH2:28][CH2:27][CH2:26]1)=[O:5])[CH3:2], predict the reactants needed to synthesize it. The reactants are: [CH2:1]([O:3][C:4]([C:6]1[S:10][C:9]([C:11]2[CH:16]=[CH:15][CH:14]=[CH:13][CH:12]=2)=[N:8][C:7]=1OS(C(F)(F)F)(=O)=O)=[O:5])[CH3:2].[NH:25]1[CH2:30][CH2:29][CH2:28][CH2:27][CH2:26]1. (5) Given the product [Cl:19][C:20]1[C:25]2[CH:26]=[N:27][N:28]([CH:18]3[CH2:17][CH2:16][CH2:15][CH2:14][O:13]3)[C:24]=2[CH:23]=[CH:22][N:21]=1, predict the reactants needed to synthesize it. The reactants are: O.C1(C)C=CC(S(O)(=O)=O)=CC=1.[O:13]1[CH:18]=[CH:17][CH2:16][CH2:15][CH2:14]1.[Cl:19][C:20]1[C:25]2[CH:26]=[N:27][NH:28][C:24]=2[CH:23]=[CH:22][N:21]=1. (6) The reactants are: [CH3:1][O:2][CH2:3][C:4]1[CH:9]=[C:8]([C:10]([OH:12])=O)[CH:7]=[CH:6][C:5]=1[C:13]1[CH:18]=[CH:17][CH:16]=[CH:15][C:14]=1[CH3:19].[NH2:20][C:21](=[N:41]O)[C:22]1[CH:31]=[C:30]2[C:25]([CH2:26][CH2:27][N:28]([CH2:32][CH2:33][C:34]([O:36][C:37]([CH3:40])([CH3:39])[CH3:38])=[O:35])[CH2:29]2)=[CH:24][CH:23]=1. Given the product [CH3:1][O:2][CH2:3][C:4]1[CH:9]=[C:8]([C:10]2[O:12][N:20]=[C:21]([C:22]3[CH:31]=[C:30]4[C:25]([CH2:26][CH2:27][N:28]([CH2:32][CH2:33][C:34]([O:36][C:37]([CH3:40])([CH3:39])[CH3:38])=[O:35])[CH2:29]4)=[CH:24][CH:23]=3)[N:41]=2)[CH:7]=[CH:6][C:5]=1[C:13]1[CH:18]=[CH:17][CH:16]=[CH:15][C:14]=1[CH3:19], predict the reactants needed to synthesize it. (7) Given the product [CH2:1]([C@@H:8]1[C:14](=[O:15])[N:13]([CH3:16])[CH2:12][C:11]2[CH:17]=[C:18]([C:21]([N:39]([CH3:40])[CH2:38][C:30]3[N:29]([CH3:28])[C:37]4[C:32]([CH:31]=3)=[CH:33][CH:34]=[CH:35][CH:36]=4)=[O:22])[CH:19]=[CH:20][C:10]=2[NH:9]1)[C:2]1[CH:7]=[CH:6][CH:5]=[CH:4][CH:3]=1, predict the reactants needed to synthesize it. The reactants are: [CH2:1]([C@@H:8]1[C:14](=[O:15])[N:13]([CH3:16])[CH2:12][C:11]2[CH:17]=[C:18]([C:21](OC(C)(C)C)=[O:22])[CH:19]=[CH:20][C:10]=2[NH:9]1)[C:2]1[CH:7]=[CH:6][CH:5]=[CH:4][CH:3]=1.[CH3:28][N:29]1[C:37]2[C:32](=[CH:33][CH:34]=[CH:35][CH:36]=2)[CH:31]=[C:30]1[CH2:38][NH:39][CH3:40].CCN(CC)CC.C1C=CC2N(O)N=NC=2C=1.O.CCN=C=NCCCN(C)C.Cl.